Dataset: Full USPTO retrosynthesis dataset with 1.9M reactions from patents (1976-2016). Task: Predict the reactants needed to synthesize the given product. (1) Given the product [Cl:24][C:25]1[CH:30]=[C:29]([F:31])[CH:28]=[CH:27][C:26]=1[CH2:32][S:33]([NH:36][C:21]([CH:19]1[CH2:18][N:17]([C:4]2[C:3]([C:1]#[N:2])=[CH:8][C:7]([C:9]([O:11][CH2:12][CH3:13])=[O:10])=[C:6]([CH:14]([F:16])[F:15])[N:5]=2)[CH2:20]1)=[O:22])(=[O:34])=[O:35], predict the reactants needed to synthesize it. The reactants are: [C:1]([C:3]1[C:4]([N:17]2[CH2:20][CH:19]([C:21](O)=[O:22])[CH2:18]2)=[N:5][C:6]([CH:14]([F:16])[F:15])=[C:7]([C:9]([O:11][CH2:12][CH3:13])=[O:10])[CH:8]=1)#[N:2].[Cl:24][C:25]1[CH:30]=[C:29]([F:31])[CH:28]=[CH:27][C:26]=1[CH2:32][S:33]([NH2:36])(=[O:35])=[O:34]. (2) Given the product [CH:1]1([NH:6][C:7](=[O:8])[NH:9][C:10]([C:19]2[CH:24]=[CH:23][CH:22]=[C:21]([O:25][C:26]([F:29])([F:28])[F:27])[CH:20]=2)([C:30]2[CH:35]=[CH:34][CH:33]=[C:32]([O:36][C:37]([F:38])([F:39])[F:40])[CH:31]=2)[CH2:11][C:12]2[CH:17]=[CH:16][C:15]([O:18][CH2:61][CH2:62][CH2:63][CH2:64][CH2:65][C:66]([O:68][CH2:69][CH3:70])=[O:67])=[CH:14][CH:13]=2)[CH2:2][CH2:3][CH2:4][CH2:5]1, predict the reactants needed to synthesize it. The reactants are: [CH:1]1([NH:6][C:7]([NH:9][C:10]([C:30]2[CH:35]=[CH:34][CH:33]=[C:32]([O:36][C:37]([F:40])([F:39])[F:38])[CH:31]=2)([C:19]2[CH:24]=[CH:23][CH:22]=[C:21]([O:25][C:26]([F:29])([F:28])[F:27])[CH:20]=2)[CH2:11][C:12]2[CH:17]=[CH:16][C:15]([OH:18])=[CH:14][CH:13]=2)=[O:8])[CH2:5][CH2:4][CH2:3][CH2:2]1.C1(P(C2C=CC=CC=2)C2C=CC=CC=2)C=CC=CC=1.O[CH2:61][CH2:62][CH2:63][CH2:64][CH2:65][C:66]([O:68][CH2:69][CH3:70])=[O:67].CCOC(/N=N/C(OCC)=O)=O. (3) Given the product [Cl:1][C:2]1[C:3]([NH:12][CH2:13][C:14](=[O:19])[CH2:15][CH:16]([CH3:17])[CH3:18])=[N:4][C:5]2[C:10]([N:11]=1)=[CH:9][CH:8]=[CH:7][CH:6]=2, predict the reactants needed to synthesize it. The reactants are: [Cl:1][C:2]1[C:3]([NH:12][CH2:13][CH:14]([OH:19])[CH2:15][CH:16]([CH3:18])[CH3:17])=[N:4][C:5]2[C:10]([N:11]=1)=[CH:9][CH:8]=[CH:7][CH:6]=2.CCN(CC)CC.N#N. (4) Given the product [CH3:1][O:2][C:3]1[C:4]([CH3:33])=[C:5]([C:24]([O:31][CH3:32])=[C:25]([O:29][CH3:30])[C:26]=1[O:27][CH3:28])[CH2:6][C:7]1[CH:15]=[CH:14][C:10]([C:11]([O:13][CH3:34])=[O:12])=[C:9]([O:16][CH2:17][C:18]2[CH:23]=[CH:22][CH:21]=[CH:20][CH:19]=2)[CH:8]=1, predict the reactants needed to synthesize it. The reactants are: [CH3:1][O:2][C:3]1[C:4]([CH3:33])=[C:5]([C:24]([O:31][CH3:32])=[C:25]([O:29][CH3:30])[C:26]=1[O:27][CH3:28])[CH2:6][C:7]1[CH:15]=[CH:14][C:10]([C:11]([OH:13])=[O:12])=[C:9]([O:16][CH2:17][C:18]2[CH:23]=[CH:22][CH:21]=[CH:20][CH:19]=2)[CH:8]=1.[CH3:34][Si](C=[N+]=[N-])(C)C.C(O)(=O)C. (5) Given the product [CH:28]1([CH2:33][CH:34]([C:38]2[CH:43]=[CH:42][C:41]([C:44]([F:46])([F:45])[F:47])=[C:40]([F:48])[CH:39]=2)[C:35]([NH:49][C:50]2[CH:55]=[CH:54][CH:53]=[CH:52][N:51]=2)=[O:36])[CH2:29][CH2:30][CH2:31][CH2:32]1, predict the reactants needed to synthesize it. The reactants are: C1(P(C2C=CC=CC=2)C2C=CC=CC=2)C=CC=CC=1.BrN1C(=O)CCC1=O.[CH:28]1([CH2:33][CH:34]([C:38]2[CH:43]=[CH:42][C:41]([C:44]([F:47])([F:46])[F:45])=[C:40]([F:48])[CH:39]=2)[C:35](O)=[O:36])[CH2:32][CH2:31][CH2:30][CH2:29]1.[NH2:49][C:50]1[CH:55]=[CH:54][CH:53]=[CH:52][N:51]=1. (6) Given the product [Cl:1][C:2]1[CH:3]=[CH:4][C:5]([CH:8]([CH:14]2[CH2:18][CH2:17][CH2:16][C:15]2([F:19])[F:20])[C:9]([OH:11])=[O:10])=[CH:6][CH:7]=1, predict the reactants needed to synthesize it. The reactants are: [Cl:1][C:2]1[CH:7]=[CH:6][C:5]([CH:8]([CH:14]2[CH2:18][CH2:17][CH2:16][C:15]2([F:20])[F:19])[C:9]([O:11]CC)=[O:10])=[CH:4][CH:3]=1.C1COCC1.[OH-].[Na+].Cl. (7) Given the product [CH2:9]([NH:17][C:12]([CH:13]([CH3:15])[CH2:14][CH:10]([OH:11])[CH:9]([NH:17][C:18]([C:20]1[C:26]2[CH:27]=[CH:28][CH:29]=[CH:30][C:25]=2[O:24][C:23]2[CH:31]=[CH:32][CH:33]=[CH:34][C:22]=2[CH:21]=1)=[O:19])[CH2:8][C:4]1[CH:5]=[CH:6][CH:7]=[C:2]([F:1])[CH:3]=1)=[O:16])[CH2:8][CH2:4][CH3:3], predict the reactants needed to synthesize it. The reactants are: [F:1][C:2]1[CH:3]=[C:4]([CH2:8][CH:9]([NH:17][C:18]([C:20]2[C:26]3[CH:27]=[CH:28][CH:29]=[CH:30][C:25]=3[O:24][C:23]3[CH:31]=[CH:32][CH:33]=[CH:34][C:22]=3[CH:21]=2)=[O:19])[CH:10]2[CH2:14][CH:13]([CH3:15])[C:12](=[O:16])[O:11]2)[CH:5]=[CH:6][CH:7]=1. (8) Given the product [CH3:27][N:28]1[CH2:41][CH2:40][C:39]2[C:38]3[CH:37]=[C:36]([CH3:42])[CH:35]=[CH:34][C:33]=3[N:32](/[CH:2]=[C:3](/[C:5]3[CH:10]=[CH:9][N:8]=[CH:7][N:6]=3)\[CH3:4])[C:31]=2[CH2:30][CH2:29]1, predict the reactants needed to synthesize it. The reactants are: Br[CH:2]=[C:3]([C:5]1[CH:10]=[CH:9][N:8]=[CH:7][N:6]=1)[CH3:4].[O-]P([O-])([O-])=O.[K+].[K+].[K+].N1CCC[C@H]1C(O)=O.[CH3:27][N:28]1[CH2:41][CH2:40][C:39]2[C:38]3[CH:37]=[C:36]([CH3:42])[CH:35]=[CH:34][C:33]=3[NH:32][C:31]=2[CH2:30][CH2:29]1.